Dataset: CYP3A4 inhibition data for predicting drug metabolism from PubChem BioAssay. Task: Regression/Classification. Given a drug SMILES string, predict its absorption, distribution, metabolism, or excretion properties. Task type varies by dataset: regression for continuous measurements (e.g., permeability, clearance, half-life) or binary classification for categorical outcomes (e.g., BBB penetration, CYP inhibition). Dataset: cyp3a4_veith. (1) The molecule is NC[C@@H]1O[C@@H](O[C@@H]2[C@H](CO)O[C@@H](O[C@H]3[C@H](O[C@@H]4O[C@@H](CO)[C@H](O)[C@H](O)[C@@H]4N)[C@@H](N)C[C@@H](N)[C@H]3O)[C@@H]2O)[C@H](N)[C@H](O)[C@@H]1O. The result is 0 (non-inhibitor). (2) The compound is COc1ccc(C(=O)Nc2cccc(/C(C)=N/NC(=O)c3ccc([N+](=O)[O-])cc3)c2)cc1OC. The result is 0 (non-inhibitor). (3) The compound is CCN(CC)c1ccc(/C=C/c2nc3ccccc3s2)cc1. The result is 1 (inhibitor). (4) The molecule is Cc1sc2nc(SCc3nc(-c4cccs4)no3)n(-c3ccccc3)c(=O)c2c1C. The result is 0 (non-inhibitor). (5) The compound is O=C(O)[C@H]1CC=CC[C@@H]1C(=O)Nc1cccc(O)c1. The result is 0 (non-inhibitor). (6) The drug is O=C(c1ccncc1)N1CCC[C@@]2(CCN(c3ccncc3)C2)C1. The result is 1 (inhibitor). (7) The molecule is COc1cc(/C=N/O)cc(Br)c1OCc1ccc(Cl)cc1. The result is 1 (inhibitor). (8) The drug is CC(=O)NNC(=O)C(O)(c1ccccc1)c1ccccc1. The result is 0 (non-inhibitor). (9) The result is 0 (non-inhibitor). The molecule is CC[C@@H](CO)NC(=O)[C@H]1C=C2c3cccc4[nH]cc(c34)C[C@H]2N(C)C1. (10) The drug is CC(=O)Nc1ccc(N=Cc2c(C)c(C#N)c(=O)n(CCc3ccccc3)c2O)cc1. The result is 1 (inhibitor).